Dataset: TCR-epitope binding with 47,182 pairs between 192 epitopes and 23,139 TCRs. Task: Binary Classification. Given a T-cell receptor sequence (or CDR3 region) and an epitope sequence, predict whether binding occurs between them. (1) The epitope is SLVKPSFYV. The TCR CDR3 sequence is CASGPGNEETQYF. Result: 1 (the TCR binds to the epitope). (2) The TCR CDR3 sequence is CASSVLAASTDTQYF. The epitope is TEILPVSMTK. Result: 0 (the TCR does not bind to the epitope). (3) The epitope is NLDSKVGGNY. The TCR CDR3 sequence is CASSPGTGTDYGYTF. Result: 0 (the TCR does not bind to the epitope). (4) The epitope is KLSALGINAV. The TCR CDR3 sequence is CASSQGEGVAEQFF. Result: 0 (the TCR does not bind to the epitope). (5) The epitope is VTIAEILLI. The TCR CDR3 sequence is CASSKRVGGATQETQYF. Result: 0 (the TCR does not bind to the epitope). (6) The epitope is ALSKGVHFV. The TCR CDR3 sequence is CASSLYSYNEQFF. Result: 0 (the TCR does not bind to the epitope). (7) The TCR CDR3 sequence is CASSSGYEQYF. Result: 1 (the TCR binds to the epitope). The epitope is KAYNVTQAF. (8) The epitope is KMQRMLLEK. The TCR CDR3 sequence is CASSPRNSPLHF. Result: 0 (the TCR does not bind to the epitope). (9) The epitope is ELAGIGILTV. The TCR CDR3 sequence is CASSSSGTVAKNIQYF. Result: 1 (the TCR binds to the epitope). (10) The epitope is TTLPVNVAF. The TCR CDR3 sequence is CASKLTGGGLDEQFF. Result: 0 (the TCR does not bind to the epitope).